This data is from TCR-epitope binding with 47,182 pairs between 192 epitopes and 23,139 TCRs. The task is: Binary Classification. Given a T-cell receptor sequence (or CDR3 region) and an epitope sequence, predict whether binding occurs between them. (1) The epitope is TEILPVSMTK. The TCR CDR3 sequence is CASSQATPLAGGQDTQYF. Result: 0 (the TCR does not bind to the epitope). (2) The epitope is NQKLIANQF. The TCR CDR3 sequence is CASSLNLGQGASNEQFF. Result: 1 (the TCR binds to the epitope). (3) The epitope is KLGGALQAK. The TCR CDR3 sequence is CASSQDQQAGGLFTAGDTQYF. Result: 1 (the TCR binds to the epitope).